From a dataset of Catalyst prediction with 721,799 reactions and 888 catalyst types from USPTO. Predict which catalyst facilitates the given reaction. Reactant: [CH:1]1([NH:4][C:5]([NH:7][C:8]2[CH:13]=[CH:12][C:11]([C:14]3[N:15]=[C:16]([N:23]4[CH2:28][CH2:27][O:26][CH2:25][C@@H:24]4[CH3:29])[C:17]4[CH2:22][NH:21][CH2:20][C:18]=4[N:19]=3)=[CH:10][CH:9]=2)=[O:6])[CH2:3][CH2:2]1.Cl.C(N(CC)CC)C.O=[CH:39][CH2:40][CH2:41][C:42]([OH:44])=[O:43].C(O[BH-](OC(=O)C)OC(=O)C)(=O)C.[Na+]. Product: [CH:1]1([NH:4][C:5](=[O:6])[NH:7][C:8]2[CH:9]=[CH:10][C:11]([C:14]3[N:15]=[C:16]([N:23]4[CH2:28][CH2:27][O:26][CH2:25][C@@H:24]4[CH3:29])[C:17]4[CH2:22][N:21]([CH2:39][CH2:40][CH2:41][C:42]([OH:44])=[O:43])[CH2:20][C:18]=4[N:19]=3)=[CH:12][CH:13]=2)[CH2:2][CH2:3]1. The catalyst class is: 825.